Task: Predict which catalyst facilitates the given reaction.. Dataset: Catalyst prediction with 721,799 reactions and 888 catalyst types from USPTO Product: [CH:18]1([NH:25][CH:14]2[CH2:15][CH2:16][CH:11]([NH:10][C:6]3[CH:5]=[C:4]4[C:9](=[CH:8][CH:7]=3)[NH:1][N:2]=[CH:3]4)[CH2:12][CH2:13]2)[CH2:24][CH2:23][CH2:22][CH2:21][CH2:20][CH2:19]1. Reactant: [NH:1]1[C:9]2[C:4](=[CH:5][C:6]([NH:10][CH:11]3[CH2:16][CH2:15][C:14](=O)[CH2:13][CH2:12]3)=[CH:7][CH:8]=2)[CH:3]=[N:2]1.[CH:18]1([NH2:25])[CH2:24][CH2:23][CH2:22][CH2:21][CH2:20][CH2:19]1.C(O[BH-](OC(=O)C)OC(=O)C)(=O)C.[Na+].Cl.CO. The catalyst class is: 5.